Dataset: Forward reaction prediction with 1.9M reactions from USPTO patents (1976-2016). Task: Predict the product of the given reaction. (1) Given the reactants [F:1][C:2]1[CH:25]=[CH:24][C:5]2[C:6]([CH:9]3[CH2:14][CH2:13][N:12]([CH2:15][CH2:16][CH:17]4[CH2:22][CH2:21][CH:20](N)[CH2:19][CH2:18]4)[CH2:11][CH2:10]3)=[N:7][O:8][C:4]=2[CH:3]=1.[CH2:26]([N:28](CC)CC)[CH3:27].C(Cl)(=[O:35])C.C(=O)(O)[O-].[Na+], predict the reaction product. The product is: [F:1][C:2]1[CH:25]=[CH:24][C:5]2[C:6]([CH:9]3[CH2:14][CH2:13][N:12]([CH2:15][CH2:16][C@H:17]4[CH2:18][CH2:19][C@H:20]([CH2:27][C:26]([NH2:28])=[O:35])[CH2:21][CH2:22]4)[CH2:11][CH2:10]3)=[N:7][O:8][C:4]=2[CH:3]=1. (2) Given the reactants [F:1][C:2]([F:33])([F:32])[C:3]([C:12]1[CH:28]=[CH:27][C:15]([O:16][C:17]2[CH:22]=[CH:21][C:20]([CH:23]([OH:25])[CH3:24])=[CH:19][C:18]=2[I:26])=[C:14]([CH2:29][CH2:30][CH3:31])[CH:13]=1)([O:8][CH2:9][O:10][CH3:11])[C:4]([F:7])([F:6])[F:5], predict the reaction product. The product is: [F:33][C:2]([F:1])([F:32])[C:3]([C:12]1[CH:28]=[CH:27][C:15]([O:16][C:17]2[CH:22]=[CH:21][C:20]([C:23](=[O:25])[CH3:24])=[CH:19][C:18]=2[I:26])=[C:14]([CH2:29][CH2:30][CH3:31])[CH:13]=1)([O:8][CH2:9][O:10][CH3:11])[C:4]([F:7])([F:6])[F:5]. (3) Given the reactants [S:1]([CH2:4][C:5]1[CH:6]=[C:7]([CH:10]=[CH:11][CH:12]=1)[CH:8]=O)[C:2]#[N:3].[CH:13]1[CH:18]=[CH:17][C:16]([CH:19]([C:25]2[NH:29][CH:28]=[CH:27][CH:26]=2)[C:20]2[NH:24][CH:23]=[CH:22][CH:21]=2)=[CH:15][CH:14]=1.[NH4+:30].[Cl-].O([CH2:35][CH3:36])CC.C([C:39]1[C:45](=O)[C:44](Cl)=[C:43](Cl)[C:41](=O)[C:40]=1[C:49]#N)#N, predict the reaction product. The product is: [C:40]1([C:49]2[C:23]3[CH:22]=[CH:21][C:20]([N:24]=3)=[C:8]([C:7]3[CH:10]=[CH:11][CH:12]=[C:5]([CH2:4][S:1][C:2]#[N:3])[CH:6]=3)[C:28]3[NH:29][C:25]([C:19]([C:16]4[CH:17]=[CH:18][CH:13]=[CH:14][CH:15]=4)=[C:20]4[N:24]=[C:23]([C:15]([C:36]5[CH:35]=[CH:16][CH:19]=[CH:25][CH:26]=5)=[C:14]5[NH:30][C:17]=2[CH:18]=[CH:13]5)[CH:22]=[CH:21]4)=[CH:26][CH:27]=3)[CH:39]=[CH:45][CH:44]=[CH:43][CH:41]=1. (4) Given the reactants C(N([CH:11]1[CH2:16][CH2:15][CH2:14][CH:13]([C:17]2[C:25]3[C:20](=[CH:21][CH:22]=[C:23]([NH:26][C:27]([C:29]4[S:30][CH:31]=[CH:32][CH:33]=4)=N)[CH:24]=3)[NH:19][CH:18]=2)[CH2:12]1)C(=O)OC(C)(C)C)C.[C:34](O)([C:36](F)(F)F)=O.[NH4+:41].[OH-:42], predict the reaction product. The product is: [CH2:34]([NH:41][CH:15]1[CH2:16][CH2:11][CH2:12][CH:13]([C:17]2[C:25]3[C:20](=[CH:21][CH:22]=[C:23]([NH:26][C:27]([C:29]4[S:30][CH:31]=[CH:32][CH:33]=4)=[O:42])[CH:24]=3)[NH:19][CH:18]=2)[CH2:14]1)[CH3:36]. (5) The product is: [ClH:32].[C:22]12([CH2:21][CH2:20][NH:6][CH2:1][CH2:2][CH2:3][CH2:4][CH3:5])[CH2:31][CH:26]3[CH2:27][CH:28]([CH2:30][CH:24]([CH2:25]3)[CH2:23]1)[CH2:29]2. Given the reactants [CH2:1]([NH2:6])[CH2:2][CH2:3][CH2:4][CH3:5].C(=O)([O-])[O-].[K+].[K+].[I-].[Na+].CS(O[CH2:20][CH2:21][C:22]12[CH2:31][CH:26]3[CH2:27][CH:28]([CH2:30][CH:24]([CH2:25]3)[CH2:23]1)[CH2:29]2)(=O)=O.[ClH:32], predict the reaction product. (6) Given the reactants [CH:1]1([C:6]2[S:10][C:9]([NH:11][C:12](=[O:20])[C:13]3[CH:18]=[CH:17][CH:16]=[CH:15][C:14]=3[F:19])=[N:8][N:7]=2)[CH2:5][CH2:4][CH2:3][CH2:2]1.[S:21]([Cl:25])(=O)(=[O:23])[OH:22], predict the reaction product. The product is: [CH:1]1([C:6]2[S:10][C:9]([NH:11][C:12]([C:13]3[CH:18]=[C:17]([S:21]([Cl:25])(=[O:23])=[O:22])[CH:16]=[CH:15][C:14]=3[F:19])=[O:20])=[N:8][N:7]=2)[CH2:2][CH2:3][CH2:4][CH2:5]1.